From a dataset of hERG Central: cardiac toxicity at 1µM, 10µM, and general inhibition. Predict hERG channel inhibition at various concentrations. (1) The compound is CCCCNC(=O)CCc1nc2cccnc2n1Cc1ccccc1. Results: hERG_inhib (hERG inhibition (general)): blocker. (2) The drug is O=C(CCC(=O)N1CCOc2ccccc21)N1CCN(c2ccccc2)CC1. Results: hERG_inhib (hERG inhibition (general)): blocker. (3) The drug is Cc1ccc(C(=O)Nc2cccc(C(F)(F)F)c2)cc1Nc1cncnc1.O=C(O)C(F)(F)F. Results: hERG_inhib (hERG inhibition (general)): blocker.